From a dataset of Forward reaction prediction with 1.9M reactions from USPTO patents (1976-2016). Predict the product of the given reaction. (1) Given the reactants Cl.[CH3:2][O:3][N:4]1[CH2:10][CH2:9][NH:8][NH:7][CH2:6][CH2:5]1.C(N(CC)CC)C.C([O:20][C:21](=O)[CH:22]([C:28]1[C:33]([CH3:34])=[CH:32][C:31]([CH3:35])=[CH:30][C:29]=1[CH3:36])[C:23](OCC)=[O:24])C.[OH-].[Na+], predict the reaction product. The product is: [CH3:2][O:3][N:4]1[CH2:10][CH2:9][N:8]2[C:21](=[O:20])[CH:22]([C:28]3[C:33]([CH3:34])=[CH:32][C:31]([CH3:35])=[CH:30][C:29]=3[CH3:36])[C:23](=[O:24])[N:7]2[CH2:6][CH2:5]1. (2) Given the reactants [Cl:1][C:2]1[N:11]=[CH:10][C:9]2[NH:8][C:7](=[O:12])[CH:6]3[CH2:13][O:14][CH2:15][CH2:16][N:5]3[C:4]=2[N:3]=1.C[Si]([N-][Si](C)(C)C)(C)C.[Li+].[CH3:27][S:28]([C:31]1[CH:38]=[CH:37][C:34]([CH2:35]Br)=[CH:33][CH:32]=1)(=[O:30])=[O:29], predict the reaction product. The product is: [Cl:1][C:2]1[N:11]=[CH:10][C:9]2[N:8]([CH2:35][C:34]3[CH:33]=[CH:32][C:31]([S:28]([CH3:27])(=[O:30])=[O:29])=[CH:38][CH:37]=3)[C:7](=[O:12])[CH:6]3[CH2:13][O:14][CH2:15][CH2:16][N:5]3[C:4]=2[N:3]=1. (3) Given the reactants Cl[C:2]1[CH:7]=[CH:6][N:5]=[C:4]2[NH:8][C:9]([C:11]3[CH2:12][CH2:13][O:14][CH2:15][CH:16]=3)=[N:10][C:3]=12.[C:17]([C:21]1[O:25][C:24]([C:26]([NH:28][CH2:29][C:30]2[CH:35]=[CH:34][C:33](B(O)O)=[CH:32][C:31]=2[F:39])=[O:27])=[N:23][N:22]=1)([CH3:20])([CH3:19])[CH3:18].C(=O)([O-])[O-].[K+].[K+].O1CCOCC1.O, predict the reaction product. The product is: [O:14]1[CH2:15][CH:16]=[C:11]([C:9]2[NH:8][C:4]3=[N:5][CH:6]=[CH:7][C:2]([C:33]4[CH:34]=[CH:35][C:30]([CH2:29][NH:28][C:26]([C:24]5[O:25][C:21]([C:17]([CH3:18])([CH3:19])[CH3:20])=[N:22][N:23]=5)=[O:27])=[C:31]([F:39])[CH:32]=4)=[C:3]3[N:10]=2)[CH2:12][CH2:13]1. (4) Given the reactants OC(C(F)(F)F)=O.[CH2:8]1[C:17]2[C:12](=[CH:13][C:14]([CH:18]([NH:20][C:21](=[O:23])[CH3:22])[CH3:19])=[CH:15][CH:16]=2)[CH2:11][CH2:10][NH:9]1.Br[CH2:25][C:26]1[CH:31]=[CH:30][C:29]([O:32][CH2:33][C:34]([F:37])([F:36])[F:35])=[CH:28][C:27]=1[N+:38]([O-:40])=[O:39], predict the reaction product. The product is: [N+:38]([C:27]1[CH:28]=[C:29]([O:32][CH2:33][C:34]([F:35])([F:36])[F:37])[CH:30]=[CH:31][C:26]=1[CH2:25][N:9]1[CH2:10][CH2:11][C:12]2[C:17](=[CH:16][CH:15]=[C:14]([CH:18]([NH:20][C:21](=[O:23])[CH3:22])[CH3:19])[CH:13]=2)[CH2:8]1)([O-:40])=[O:39]. (5) Given the reactants C(Cl)(=O)C(Cl)=O.CS(C)=O.[CH:11]1([C@:17]([C:21]2[CH:26]=[CH:25][CH:24]=[CH:23][CH:22]=2)([OH:20])[CH2:18]O)[CH2:16][CH2:15][CH2:14][CH2:13][CH2:12]1.C(N(CC)CC)C.Cl.[NH2:35][OH:36].C(=O)([O-])[O-].[Na+].[Na+], predict the reaction product. The product is: [CH:11]1([C@@:17]([OH:20])([C:21]2[CH:26]=[CH:25][CH:24]=[CH:23][CH:22]=2)[CH:18]=[N:35][OH:36])[CH2:16][CH2:15][CH2:14][CH2:13][CH2:12]1. (6) The product is: [F:1][C:2]1[C:7]([O:8][CH3:9])=[CH:6][C:5]([O:10][CH3:11])=[C:4]([F:12])[C:3]=1[C:13]1[N:18]=[C:17]2[NH:19][N:20]=[C:21]([C:35]3[CH:36]=[C:37]4[C:32](=[CH:33][CH:34]=3)[C:31](=[O:48])[N:30]([CH:27]3[CH2:28][CH2:29][N:24]([CH3:23])[CH2:25][CH2:26]3)[CH2:38]4)[C:16]2=[CH:15][N:14]=1. Given the reactants [F:1][C:2]1[C:7]([O:8][CH3:9])=[CH:6][C:5]([O:10][CH3:11])=[C:4]([F:12])[C:3]=1[C:13]1[N:18]=[C:17]2[NH:19][N:20]=[C:21](I)[C:16]2=[CH:15][N:14]=1.[CH3:23][N:24]1[CH2:29][CH2:28][CH:27]([N:30]2[CH2:38][C:37]3[C:32](=[CH:33][CH:34]=[C:35](B4OC(C)(C)C(C)(C)O4)[CH:36]=3)[C:31]2=[O:48])[CH2:26][CH2:25]1, predict the reaction product. (7) Given the reactants [Cl:1][C:2]1[C:7]([F:8])=[CH:6][C:5]([OH:9])=[CH:4][N:3]=1.[N:10]1([C:15]2[CH:16]=[C:17](B(O)O)[CH:18]=[CH:19][CH:20]=2)[CH2:14][CH2:13][CH2:12][CH2:11]1.C(N(CC)CC)C, predict the reaction product. The product is: [Cl:1][C:2]1[C:7]([F:8])=[CH:6][C:5]([O:9][C:17]2[CH:18]=[CH:19][CH:20]=[C:15]([N:10]3[CH2:11][CH2:12][CH2:13][CH2:14]3)[CH:16]=2)=[CH:4][N:3]=1. (8) Given the reactants [F:1][C:2]1[CH:3]=[C:4]([C:9]2[CH:10]=[CH:11][C:12]3[N:13]([C:15]([CH2:18][NH:19][C:20]4[CH:21]=[CH:22][N:23]=[C:24]5[C:29]=4[N:28]=[CH:27][C:26]([C:30]4([OH:43])[CH2:35][CH2:34][N:33](C(OC(C)(C)C)=O)[CH2:32][CH2:31]4)=[CH:25]5)=[N:16][N:17]=3)[N:14]=2)[CH:5]=[C:6]([F:8])[CH:7]=1.CC1C=C(C2C=CC3N(C(CN)=NN=3)N=2)SN=1, predict the reaction product. The product is: [F:1][C:2]1[CH:3]=[C:4]([C:9]2[CH:10]=[CH:11][C:12]3[N:13]([C:15]([CH2:18][NH:19][C:20]4[CH:21]=[CH:22][N:23]=[C:24]5[C:29]=4[N:28]=[CH:27][C:26]([C:30]4([OH:43])[CH2:35][CH2:34][NH:33][CH2:32][CH2:31]4)=[CH:25]5)=[N:16][N:17]=3)[N:14]=2)[CH:5]=[C:6]([F:8])[CH:7]=1. (9) Given the reactants IC1SC(I)=CC=1.C[Si](C#C)(C)C.C[Si]([C:18]#[C:19][C:20]1[S:21][C:22]([C:25]#[C:26][Si](C)(C)C)=[CH:23][CH:24]=1)(C)C.[OH-].[K+], predict the reaction product. The product is: [C:19]([C:20]1[S:21][C:22]([C:25]#[CH:26])=[CH:23][CH:24]=1)#[CH:18]. (10) Given the reactants [CH2:1]([O:8][C:9]1[CH:10]=[CH:11][C:12]([CH3:15])=[N:13][CH:14]=1)[C:2]1[CH:7]=[CH:6][CH:5]=[CH:4][CH:3]=1.ClC1C=CC=C(C(OO)=[O:24])C=1.C(=O)(O)[O-].[Na+], predict the reaction product. The product is: [CH2:1]([O:8][C:9]1[CH:10]=[CH:11][C:12]([CH3:15])=[N+:13]([O-:24])[CH:14]=1)[C:2]1[CH:3]=[CH:4][CH:5]=[CH:6][CH:7]=1.